This data is from Forward reaction prediction with 1.9M reactions from USPTO patents (1976-2016). The task is: Predict the product of the given reaction. (1) Given the reactants C([O:4][C@H:5]1[CH2:22][CH2:21][C@@:20]2([CH3:23])[C@@H:7]([CH2:8][CH2:9][C@:10]3([CH3:50])[C@@H:19]2[CH2:18][CH2:17][C@H:16]2[C@@:11]3([CH3:49])[CH2:12][CH2:13][C@@:14]3([C:30](=[O:48])[NH:31][C@H:32]4[CH2:35][C@@H:34]([C:36]([N:38]5[CH2:43][CH2:42][N:41]([CH2:44][CH3:45])[CH2:40][CH2:39]5)=[O:37])[C:33]4([CH3:47])[CH3:46])[CH2:26][CH2:25][C@@H:24]([C:27]([CH3:29])=[CH2:28])[C@@H:15]32)[C:6]1([CH3:52])[CH3:51])(=O)C.[OH-].[Na+], predict the reaction product. The product is: [CH2:44]([N:41]1[CH2:42][CH2:43][N:38]([C:36]([C@@H:34]2[CH2:35][C@H:32]([NH:31][C:30]([C@:14]34[CH2:26][CH2:25][C@@H:24]([C:27]([CH3:29])=[CH2:28])[C@@H:15]3[C@@H:16]3[C@@:11]([CH3:49])([CH2:12][CH2:13]4)[C@@:10]4([CH3:50])[C@@H:19]([C@:20]5([CH3:23])[C@@H:7]([CH2:8][CH2:9]4)[C:6]([CH3:51])([CH3:52])[C@@H:5]([OH:4])[CH2:22][CH2:21]5)[CH2:18][CH2:17]3)=[O:48])[C:33]2([CH3:46])[CH3:47])=[O:37])[CH2:39][CH2:40]1)[CH3:45]. (2) Given the reactants [CH3:1][C:2]1[CH:3]=[C:4]([C:9]2[N:13]([CH3:14])[N:12]=[C:11]([C:15](=[N:17][NH:18][C:19]([C:21]3[CH:30]=[CH:29][C:24]([C:25]([O:27]C)=[O:26])=[CH:23][CH:22]=3)=[O:20])[CH3:16])[C:10]=2[OH:31])[CH:5]=[C:6]([CH3:8])[CH:7]=1.CO.[OH-].[Na+].Cl, predict the reaction product. The product is: [CH3:8][C:6]1[CH:5]=[C:4]([C:9]2[N:13]([CH3:14])[N:12]=[C:11]([C:15](=[N:17][NH:18][C:19]([C:21]3[CH:22]=[CH:23][C:24]([C:25]([OH:27])=[O:26])=[CH:29][CH:30]=3)=[O:20])[CH3:16])[C:10]=2[OH:31])[CH:3]=[C:2]([CH3:1])[CH:7]=1. (3) The product is: [CH:30]1([CH2:29][O:28][C:20]2[CH:21]=[CH:22][C:23]([CH:25]([F:27])[F:26])=[CH:24][C:19]=2[C:18]2[C:13]3[NH:12][C:11]([CH3:33])=[C:10]([C:8]([NH:7][C@@H:5]4[CH2:6][C@@H:2]([NH:1][C:35](=[O:38])[CH2:36][CH3:37])[CH2:3][C@H:4]4[F:34])=[O:9])[C:14]=3[N:15]=[CH:16][N:17]=2)[CH2:31][CH2:32]1. Given the reactants [NH2:1][C@@H:2]1[CH2:6][C@@H:5]([NH:7][C:8]([C:10]2[C:14]3[N:15]=[CH:16][N:17]=[C:18]([C:19]4[CH:24]=[C:23]([CH:25]([F:27])[F:26])[CH:22]=[CH:21][C:20]=4[O:28][CH2:29][CH:30]4[CH2:32][CH2:31]4)[C:13]=3[NH:12][C:11]=2[CH3:33])=[O:9])[C@H:4]([F:34])[CH2:3]1.[C:35](Cl)(=[O:38])[CH2:36][CH3:37], predict the reaction product. (4) Given the reactants Cl[C:2]1[N:7]=[C:6]([CH2:8][CH2:9][CH3:10])[N:5]=[C:4]([NH:11][C:12]2[CH:20]=[C:19]3[C:15]([CH:16]=[N:17][NH:18]3)=[CH:14][CH:13]=2)[N:3]=1.Cl.[CH3:22][S:23]([N:26]1[CH2:31][CH2:30][CH:29]([NH2:32])[CH2:28][CH2:27]1)(=[O:25])=[O:24].C(N(CC)CC)C, predict the reaction product. The product is: [NH:18]1[C:19]2[C:15](=[CH:14][CH:13]=[C:12]([NH:11][C:4]3[N:3]=[C:2]([NH:32][CH:29]4[CH2:30][CH2:31][N:26]([S:23]([CH3:22])(=[O:25])=[O:24])[CH2:27][CH2:28]4)[N:7]=[C:6]([CH2:8][CH2:9][CH3:10])[N:5]=3)[CH:20]=2)[CH:16]=[N:17]1. (5) Given the reactants [NH3:1].O.Cl[C:4]1[C:5]([CH3:11])=[N:6][CH:7]=[C:8]([CH3:10])[N:9]=1, predict the reaction product. The product is: [CH3:11][C:5]1[C:4]([NH2:1])=[N:9][C:8]([CH3:10])=[CH:7][N:6]=1. (6) Given the reactants [NH2:1][C:2]1[CH:3]=[C:4]([CH:10]=[CH:11][C:12]=1[F:13])[C:5]([O:7][CH2:8][CH3:9])=[O:6].[CH3:14][O:15][CH2:16][C:17](Cl)=[O:18], predict the reaction product. The product is: [F:13][C:12]1[CH:11]=[CH:10][C:4]([C:5]([O:7][CH2:8][CH3:9])=[O:6])=[CH:3][C:2]=1[NH:1][C:17](=[O:18])[CH2:16][O:15][CH3:14].